The task is: Predict the reactants needed to synthesize the given product.. This data is from Full USPTO retrosynthesis dataset with 1.9M reactions from patents (1976-2016). (1) Given the product [Cl:1][C:2]1[CH:3]=[CH:4][C:5]2[N:11]3[C:34]([C:33]([F:38])([F:32])[CH3:37])=[N:52][N:53]=[C:10]3[C@@H:9]([CH2:13][C:14]([O:16][CH2:17][CH3:18])=[O:15])[O:8][C@H:7]([C:19]3[CH:24]=[CH:23][CH:22]=[C:21]([O:25][CH3:26])[C:20]=3[CH3:27])[C:6]=2[CH:28]=1, predict the reactants needed to synthesize it. The reactants are: [Cl:1][C:2]1[CH:3]=[CH:4][C:5]2[NH:11][C:10](=S)[C@@H:9]([CH2:13][C:14]([O:16][CH2:17][CH3:18])=[O:15])[O:8][C@H:7]([C:19]3[CH:24]=[CH:23][CH:22]=[C:21]([O:25][CH3:26])[C:20]=3[CH3:27])[C:6]=2[CH:28]=1.O.NN.[F:32][C:33]([F:38])([CH3:37])[C:34](O)=O.Cl.C(N=C=NCCCN(C)C)C.O[N:52]1C2C=CC=CC=2N=[N:53]1. (2) Given the product [CH3:16][O:17][C:18](=[O:30])[CH2:19][C@H:20]1[C:24]2[CH:25]=[CH:26][C:27]([O:11][C@H:8]3[C:9]4[C:5](=[C:4]([C:12]([F:13])([F:14])[F:15])[CH:3]=[C:2]([CH3:1])[CH:10]=4)[CH2:6][CH2:7]3)=[CH:28][C:23]=2[O:22][CH2:21]1, predict the reactants needed to synthesize it. The reactants are: [CH3:1][C:2]1[CH:10]=[C:9]2[C:5]([CH2:6][CH2:7][C@@H:8]2[OH:11])=[C:4]([C:12]([F:15])([F:14])[F:13])[CH:3]=1.[CH3:16][O:17][C:18](=[O:30])[CH2:19][C@H:20]1[C:24]2[CH:25]=[CH:26][C:27](O)=[CH:28][C:23]=2[O:22][CH2:21]1. (3) Given the product [N:21]1([CH2:20][CH2:19][O:18][C:11]2[C:12]3[C:17](=[CH:16][CH:15]=[CH:14][CH:13]=3)[C:8]([NH:7][C:5]([C:4]3[CH:3]=[C:2]([C:36]4[CH:35]=[CH:34][CH:33]=[C:32]([C:31]([F:42])([F:41])[F:30])[CH:37]=4)[CH:29]=[CH:28][CH:27]=3)=[O:6])=[CH:9][CH:10]=2)[CH2:26][CH2:25][O:24][CH2:23][CH2:22]1, predict the reactants needed to synthesize it. The reactants are: Br[C:2]1[CH:3]=[C:4]([CH:27]=[CH:28][CH:29]=1)[C:5]([NH:7][C:8]1[C:17]2[C:12](=[CH:13][CH:14]=[CH:15][CH:16]=2)[C:11]([O:18][CH2:19][CH2:20][N:21]2[CH2:26][CH2:25][O:24][CH2:23][CH2:22]2)=[CH:10][CH:9]=1)=[O:6].[F:30][C:31]([F:42])([F:41])[C:32]1[CH:33]=[C:34](B(O)O)[CH:35]=[CH:36][CH:37]=1. (4) Given the product [Cl:1][C:2]1[CH:3]=[CH:4][C:5]2[N:9]=[CH:8][N:7]([C:10]3[S:14][C:13]([C:15]([O:17][CH3:18])=[O:16])=[C:12]([O:19][CH2:24][C:23]4[CH:26]=[CH:27][C:28]([F:30])=[CH:29][C:22]=4[F:21])[CH:11]=3)[C:6]=2[CH:20]=1, predict the reactants needed to synthesize it. The reactants are: [Cl:1][C:2]1[CH:3]=[CH:4][C:5]2[N:9]=[CH:8][N:7]([C:10]3[S:14][C:13]([C:15]([O:17][CH3:18])=[O:16])=[C:12]([OH:19])[CH:11]=3)[C:6]=2[CH:20]=1.[F:21][C:22]1[CH:29]=[C:28]([F:30])[CH:27]=[CH:26][C:23]=1[CH2:24]Br. (5) Given the product [CH:1]1(/[CH:5]=[N:41]/[S@:39]([C:36]([CH3:38])([CH3:37])[CH3:35])=[O:40])[CH2:4][CH2:3][CH2:2]1, predict the reactants needed to synthesize it. The reactants are: [CH:1]1([CH2:5]O)[CH2:4][CH2:3][CH2:2]1.CC(OI1(OC(C)=O)(OC(C)=O)OC(=O)C2C=CC=CC1=2)=O.C1(C=O)CCC1.[CH3:35][C:36]([S@@:39]([NH2:41])=[O:40])([CH3:38])[CH3:37]. (6) Given the product [Br:16][CH2:14][CH:13]1[CH2:12][CH2:11][CH:10]([C:4]2[CH:5]=[C:6]([F:9])[CH:7]=[CH:8][C:3]=2[O:2][CH3:1])[O:15]1, predict the reactants needed to synthesize it. The reactants are: [CH3:1][O:2][C:3]1[CH:8]=[CH:7][C:6]([F:9])=[CH:5][C:4]=1[CH:10]([OH:15])[CH2:11][CH2:12][CH:13]=[CH2:14].[Br:16]N1C(=O)CCC1=O.